This data is from Full USPTO retrosynthesis dataset with 1.9M reactions from patents (1976-2016). The task is: Predict the reactants needed to synthesize the given product. (1) Given the product [NH:11]1[C:15]2[CH:16]=[CH:17][CH:18]=[CH:19][C:14]=2[N:13]=[C:12]1[CH2:20][O:21][C:22]1[C:29]([O:30][CH3:31])=[CH:28][C:25]([CH:26]([C:10]2[C:4]3[C:5](=[N:6][CH:7]=[C:2]([Cl:1])[CH:3]=3)[NH:8][CH:9]=2)[OH:27])=[C:24]([Cl:32])[CH:23]=1, predict the reactants needed to synthesize it. The reactants are: [Cl:1][C:2]1[CH:3]=[C:4]2[CH:10]=[CH:9][NH:8][C:5]2=[N:6][CH:7]=1.[NH:11]1[C:15]2[CH:16]=[CH:17][CH:18]=[CH:19][C:14]=2[N:13]=[C:12]1[CH2:20][O:21][C:22]1[C:29]([O:30][CH3:31])=[CH:28][C:25]([CH:26]=[O:27])=[C:24]([Cl:32])[CH:23]=1.CO.[OH-].[K+]. (2) Given the product [O:1]=[C:2]1[CH2:3][CH2:4][C:5]([C:8]([O:10][CH2:11][CH3:12])=[O:9])([C:13]([O:15][CH2:16][CH3:17])=[O:14])[CH2:6][CH2:7]1, predict the reactants needed to synthesize it. The reactants are: [O:1]=[C:2]1[CH2:7][CH2:6][C:5]([C:13]([O:15][CH2:16][CH3:17])=[O:14])([C:8]([O:10][CH2:11][CH3:12])=[O:9])[CH2:4][CH:3]1C(OCC)=O.[Cl-].[Na+].O.